From a dataset of Forward reaction prediction with 1.9M reactions from USPTO patents (1976-2016). Predict the product of the given reaction. (1) Given the reactants [F:1][C:2]([F:17])([F:16])[C:3]1[CH:4]=[C:5]([CH:13](O)[CH3:14])[CH:6]=[C:7]([C:9]([F:12])([F:11])[F:10])[CH:8]=1.P(Br)(Br)[Br:19], predict the reaction product. The product is: [Br:19][CH:13]([C:5]1[CH:4]=[C:3]([C:2]([F:17])([F:16])[F:1])[CH:8]=[C:7]([C:9]([F:12])([F:11])[F:10])[CH:6]=1)[CH3:14]. (2) Given the reactants [Cl:1][C:2]1[CH:7]=[CH:6][C:5]([N:8]2[CH:12]=[CH:11][CH:10]=[C:9]2C=O)=[C:4]([C:15](=[O:27])[C:16]2[CH:21]=[CH:20][CH:19]=[C:18]([O:22][CH3:23])[C:17]=2[O:24][CH2:25][CH3:26])[CH:3]=1.C1(P(=[CH:47][C:48]([O:50][CH3:51])=[O:49])(C2C=CC=CC=2)C2C=CC=CC=2)C=CC=CC=1.[C:52]1(C)C=CC=CC=1, predict the reaction product. The product is: [Cl:1][C:2]1[CH:7]=[CH:6][C:5]([N:8]2[CH:12]=[CH:11][CH:10]=[C:9]2[CH:52]=[CH:47][C:48]([O:50][CH3:51])=[O:49])=[C:4]([C:15](=[O:27])[C:16]2[CH:21]=[CH:20][CH:19]=[C:18]([O:22][CH3:23])[C:17]=2[O:24][CH2:25][CH3:26])[CH:3]=1. (3) The product is: [CH:1]1([CH2:6][C@H:7]([C:11]2[CH:16]=[CH:15][C:14]([S:17]([CH3:20])(=[O:18])=[O:19])=[C:13]([C:21]([F:22])([F:24])[F:23])[CH:12]=2)[C:8]([NH:31][C:32]2[CH:37]=[CH:36][N:35]=[CH:34][N:33]=2)=[O:10])[CH2:2][CH2:3][CH2:4][CH2:5]1. Given the reactants [CH:1]1([CH2:6][C@H:7]([C:11]2[CH:16]=[CH:15][C:14]([S:17]([CH3:20])(=[O:19])=[O:18])=[C:13]([C:21]([F:24])([F:23])[F:22])[CH:12]=2)[C:8]([OH:10])=O)[CH2:5][CH2:4][CH2:3][CH2:2]1.C(Cl)(=O)C(Cl)=O.[NH2:31][C:32]1[CH:37]=[CH:36][N:35]=[CH:34][N:33]=1.N1C=CC=CC=1, predict the reaction product. (4) The product is: [OH:1][C:2]1[CH:16]=[CH:15][C:5]([C:6]([C:8]2[CH:13]=[CH:12][C:11]([O:14][CH:18]([CH3:20])[CH3:19])=[CH:10][CH:9]=2)=[O:7])=[CH:4][CH:3]=1. Given the reactants [OH:1][C:2]1[CH:16]=[CH:15][C:5]([C:6]([C:8]2[CH:13]=[CH:12][C:11]([OH:14])=[CH:10][CH:9]=2)=[O:7])=[CH:4][CH:3]=1.I[CH:18]([CH3:20])[CH3:19].[OH-].[K+], predict the reaction product. (5) The product is: [F:1][C:2]1[CH:3]=[CH:4][C:5]([C:8]2([C:18]3[CH:19]=[CH:20][C:21]([F:24])=[CH:22][CH:23]=3)[CH2:12][CH2:11][N:10]([CH2:13][C:14]([NH:37][C:36]3[CH:38]=[CH:39][C:33]([C:32]([F:31])([F:40])[F:41])=[CH:34][CH:35]=3)=[O:15])[C:9]2=[O:17])=[CH:6][CH:7]=1. Given the reactants [F:1][C:2]1[CH:7]=[CH:6][C:5]([C:8]2([C:18]3[CH:23]=[CH:22][C:21]([F:24])=[CH:20][CH:19]=3)[CH2:12][CH2:11][N:10]([CH2:13][C:14](O)=[O:15])[C:9]2=[O:17])=[CH:4][CH:3]=1.C(Cl)(=O)C(Cl)=O.[F:31][C:32]([F:41])([F:40])[C:33]1[CH:39]=[CH:38][C:36]([NH2:37])=[CH:35][CH:34]=1.CN1CCOCC1, predict the reaction product. (6) Given the reactants [O:1]=[C:2]1[CH:6]([C:7]([OH:9])=[O:8])[CH2:5][CH2:4][N:3]1[C:10]1[CH:15]=[CH:14][CH:13]=[C:12]([C:16]([F:19])([F:18])[F:17])[CH:11]=1.S(Cl)(Cl)=O.[CH2:24](O)[CH3:25], predict the reaction product. The product is: [CH2:24]([O:8][C:7]([CH:6]1[CH2:5][CH2:4][N:3]([C:10]2[CH:15]=[CH:14][CH:13]=[C:12]([C:16]([F:17])([F:19])[F:18])[CH:11]=2)[C:2]1=[O:1])=[O:9])[CH3:25]. (7) The product is: [Br-:8].[Br:8][CH2:9][CH2:10][CH2:11][CH2:12][N+:2]1([CH3:1])[CH2:7][CH2:6][CH2:5][CH2:4][CH2:3]1. Given the reactants [CH3:1][N:2]1[CH2:7][CH2:6][CH2:5][CH2:4][CH2:3]1.[Br:8][CH2:9][CH2:10][CH2:11][CH2:12]Br, predict the reaction product.